This data is from Catalyst prediction with 721,799 reactions and 888 catalyst types from USPTO. The task is: Predict which catalyst facilitates the given reaction. (1) Reactant: [Cl:1][C:2]1[CH:3]=[C:4]([CH:8]=[CH:9][C:10]=1[O:11][CH:12]([CH3:14])[CH3:13])[C:5](O)=[O:6].Cl.[NH:16]([C:18]([NH2:20])=O)[NH2:17]. Product: [Cl:1][C:2]1[CH:3]=[C:4]([C:5]2[O:6][C:18]([NH2:20])=[N:16][N:17]=2)[CH:8]=[CH:9][C:10]=1[O:11][CH:12]([CH3:14])[CH3:13]. The catalyst class is: 286. (2) Reactant: [NH2:1][C:2]1[CH:3]=[C:4]([CH:8]([OH:11])[CH2:9][OH:10])[CH:5]=[CH:6][CH:7]=1.O.C([O-])([O-])=O.[Na+].[Na+].[CH2:19]([O:26][C:27](Cl)=[O:28])[C:20]1[CH:25]=[CH:24][CH:23]=[CH:22][CH:21]=1. Product: [OH:11][CH:8]([C:4]1[CH:3]=[C:2]([NH:1][C:27](=[O:28])[O:26][CH2:19][C:20]2[CH:25]=[CH:24][CH:23]=[CH:22][CH:21]=2)[CH:7]=[CH:6][CH:5]=1)[CH2:9][OH:10]. The catalyst class is: 2. (3) Reactant: C(O[C:4](=[O:24])[CH:5]=[C:6]([NH:8][C:9]1[CH:14]=[CH:13][C:12]([F:15])=[C:11]([O:16][CH2:17][C:18]2[CH:23]=[CH:22][CH:21]=[CH:20][CH:19]=2)[CH:10]=1)[CH3:7])C.CCCCCC. Product: [CH2:17]([O:16][C:11]1[CH:10]=[C:9]2[C:14]([C:4](=[O:24])[CH:5]=[C:6]([CH3:7])[NH:8]2)=[CH:13][C:12]=1[F:15])[C:18]1[CH:19]=[CH:20][CH:21]=[CH:22][CH:23]=1. The catalyst class is: 736. (4) Reactant: FC(F)(F)C(O)=O.C(OC(=O)[NH:14][CH:15]1[CH2:24][C:23]2[C:18](=[CH:19][CH:20]=[CH:21][CH:22]=2)[N:17]([CH2:25][C:26]2[CH:31]=[CH:30][CH:29]=[CH:28][CH:27]=2)[CH2:16]1)(C)(C)C.C(=O)([O-])[O-].[K+].[K+]. Product: [CH2:25]([N:17]1[C:18]2[C:23](=[CH:22][CH:21]=[CH:20][CH:19]=2)[CH2:24][CH:15]([NH2:14])[CH2:16]1)[C:26]1[CH:27]=[CH:28][CH:29]=[CH:30][CH:31]=1. The catalyst class is: 98. (5) The catalyst class is: 32. Product: [CH2:1]([O:3][C:4]([C:6]1[C:11](=[O:12])[NH:10][C:9]([S:13][CH3:14])=[N:8][C:7]=1[C:15]1[CH:16]=[CH:17][CH:18]=[CH:19][CH:20]=1)=[O:5])[CH3:2]. Reactant: [CH2:1]([O:3][C:4]([CH:6]1[C:11](=[O:12])[NH:10][C:9]([S:13][CH3:14])=[N:8][CH:7]1[C:15]1[CH:20]=[CH:19][CH:18]=[CH:17][CH:16]=1)=[O:5])[CH3:2].ClC1C(=O)C(C#N)=C(C#N)C(=O)C=1Cl. (6) Reactant: [C:1]([O:5][C:6](=[O:27])[C:7]([S:10][C:11]1[S:12][CH:13]=[C:14]([CH2:16][CH2:17][NH:18][C:19]2[N:24]=[CH:23][C:22]([CH2:25][CH3:26])=[CH:21][N:20]=2)[N:15]=1)([CH3:9])[CH3:8])([CH3:4])([CH3:3])[CH3:2].[Br:28][C:29]1[CH:34]=[CH:33][CH:32]=[C:31]([CH2:35]Br)[CH:30]=1.CC(C)([O-])C.[K+].O. Product: [C:1]([O:5][C:6](=[O:27])[C:7]([S:10][C:11]1[S:12][CH:13]=[C:14]([CH2:16][CH2:17][N:18]([CH2:35][C:31]2[CH:32]=[CH:33][CH:34]=[C:29]([Br:28])[CH:30]=2)[C:19]2[N:20]=[CH:21][C:22]([CH2:25][CH3:26])=[CH:23][N:24]=2)[N:15]=1)([CH3:9])[CH3:8])([CH3:2])([CH3:3])[CH3:4]. The catalyst class is: 9. (7) Reactant: [CH:1]12[CH2:11][CH:8]([CH:9]=[CH:10]1)[CH:7]1[CH:2]2[C:3](=[O:13])[CH:4]=[CH:5][C:6]1=[O:12].C([O-])(O)=[O:15].[Na+].OO.O. Product: [O:15]1[CH:4]2[CH:5]1[C:6](=[O:12])[CH:7]1[CH:2]([C:3]2=[O:13])[CH:1]2[CH2:11][CH:8]1[CH:9]=[CH:10]2. The catalyst class is: 21. (8) Reactant: [Cl:1][C:2]1[CH:3]=[C:4]([C@H:9]2[CH2:14][C@@H:13]([C:15](=[O:22])[CH2:16][C:17](OCC)=[O:18])[CH2:12][CH2:11][N:10]2[C:23]([O:25][CH3:26])=[O:24])[CH:5]=[C:6]([Cl:8])[CH:7]=1.[OH-].[Na+].[NH2:29]O.Cl. Product: [Cl:1][C:2]1[CH:3]=[C:4]([C@H:9]2[CH2:14][C@@H:13]([C:15]3[O:22][NH:29][C:17](=[O:18])[CH:16]=3)[CH2:12][CH2:11][N:10]2[C:23]([O:25][CH3:26])=[O:24])[CH:5]=[C:6]([Cl:8])[CH:7]=1. The catalyst class is: 24.